This data is from Human Reference Interactome with 51,813 positive PPI pairs across 8,248 proteins, plus equal number of experimentally-validated negative pairs. The task is: Binary Classification. Given two protein amino acid sequences, predict whether they physically interact or not. Protein 1 (ENSG00000151023) has sequence MDPTCSSECIYNLIPSDLKEPPQPPRYISIFKATVKDDMQKAKTAMKTMGPAKVEVPSPKDFLKKHSKEKTLPPKKNFDRNVPKKPAVPLKTDHPVMGIQSGKNFINTNAADIIMGVAKKPKPIYVDKRTGDKHDLEPSGLVPKYINKKDYGVTPEYICKRNEEIKKAQEDYDRYIQENLKKAAMKRLSDEEREAVLQGLKKNWEEVHKEFQSLSVFIDSIPKKIRKQRLEEEMKQLEHDIGIIEKHKIIYIANNA*MDPTCSSECIYNLIPSDLKEPPQPPRYISIFKATVKDDMQKAK.... Protein 2 (ENSG00000187742) has sequence MVRVLRSMCLPQLCSHILSVCSGTTSDRNVYSVPGSQYLYNQPSCYRGFQTVKHRNENTCPLPQEMKALFKKKTYDEKKTYDQQKFDSERADGTISSEIKSARGSHHLSIYAENSLKSDGYHKRTDRKSRIIAKNVSTSKPEFEFTTLDFPELQGAENNMSEIQKQPKWGPVHSVSTDISLLREVVKPAAVLSKGEIVVKNNPNESVTANAATNSPSCTRELSWTPMGYVVRQTLSTELSAAPKNVTSMINLKTIASSADPKNVSIPSSEALSSDPSYNKEKHIIHPTQKSKASQGSDLE.... Result: 0 (the proteins do not interact).